From a dataset of Catalyst prediction with 721,799 reactions and 888 catalyst types from USPTO. Predict which catalyst facilitates the given reaction. (1) Reactant: [OH:1][C:2]1[C:3](=[O:22])[N:4]([CH3:21])[C:5]([C:8]2[CH:13]=[CH:12][C:11]([O:14][C:15]3[CH:20]=[CH:19][CH:18]=[CH:17][CH:16]=3)=[CH:10][CH:9]=2)=[N:6][CH:7]=1.[Cl:23]N1C(=O)CCC1=O. Product: [Cl:23][C:7]1[N:6]=[C:5]([C:8]2[CH:9]=[CH:10][C:11]([O:14][C:15]3[CH:20]=[CH:19][CH:18]=[CH:17][CH:16]=3)=[CH:12][CH:13]=2)[N:4]([CH3:21])[C:3](=[O:22])[C:2]=1[OH:1]. The catalyst class is: 2. (2) Reactant: [NH2:1][C:2]1[CH:3]=[CH:4][C:5]([CH3:26])=[C:6]([C:8]([C:10]2[CH:15]=[CH:14][C:13]([NH:16][C:17]3[CH:22]=[CH:21][C:20]([F:23])=[CH:19][C:18]=3[F:24])=[CH:12][C:11]=2[Cl:25])=[O:9])[CH:7]=1.[F:27][C:28]([F:39])([F:38])[C:29]1[CH:30]=[C:31]([N:35]=[C:36]=[O:37])[CH:32]=[CH:33][CH:34]=1. Product: [Cl:25][C:11]1[CH:12]=[C:13]([NH:16][C:17]2[CH:22]=[CH:21][C:20]([F:23])=[CH:19][C:18]=2[F:24])[CH:14]=[CH:15][C:10]=1[C:8]([C:6]1[CH:7]=[C:2]([NH:1][C:36]([NH:35][C:31]2[CH:32]=[CH:33][CH:34]=[C:29]([C:28]([F:27])([F:38])[F:39])[CH:30]=2)=[O:37])[CH:3]=[CH:4][C:5]=1[CH3:26])=[O:9]. The catalyst class is: 17. (3) Product: [Cl:10][C:11]1[C:12]([CH3:29])=[C:13]([CH:22]2[CH2:27][NH:26][C:25](=[O:28])[CH2:24][O:23]2)[C:14]([O:20][CH3:21])=[C:15]([CH:17]([Cl:3])[CH3:18])[CH:16]=1. Reactant: S(Cl)([Cl:3])=O.CN(C)C=O.[Cl:10][C:11]1[C:12]([CH3:29])=[C:13]([CH:22]2[CH2:27][NH:26][C:25](=[O:28])[CH2:24][O:23]2)[C:14]([O:20][CH3:21])=[C:15]([CH:17](O)[CH3:18])[CH:16]=1. The catalyst class is: 2. (4) Reactant: C([O:4][CH2:5][C:6]([CH3:47])([CH3:46])[CH2:7][N:8]1[C:14]2[CH:15]=[CH:16][C:17]([Cl:19])=[CH:18][C:13]=2[C@@H:12]([C:20]2[CH:25]=[CH:24][CH:23]=[C:22]([O:26][CH3:27])[C:21]=2[O:28][CH3:29])[O:11][C@H:10]([CH2:30][C:31]([NH:33][C:34]2[CH:39]=[CH:38][C:37]([CH2:40][C:41]([O:43]C)=[O:42])=[CH:36][CH:35]=2)=[O:32])[C:9]1=[O:45])(=O)C.[OH-].[Na+].C(O)C. Product: [Cl:19][C:17]1[CH:16]=[CH:15][C:14]2[N:8]([CH2:7][C:6]([CH3:46])([CH3:47])[CH2:5][OH:4])[C:9](=[O:45])[C@@H:10]([CH2:30][C:31]([NH:33][C:34]3[CH:39]=[CH:38][C:37]([CH2:40][C:41]([OH:43])=[O:42])=[CH:36][CH:35]=3)=[O:32])[O:11][C@H:12]([C:20]3[CH:25]=[CH:24][CH:23]=[C:22]([O:26][CH3:27])[C:21]=3[O:28][CH3:29])[C:13]=2[CH:18]=1. The catalyst class is: 6.